Dataset: Full USPTO retrosynthesis dataset with 1.9M reactions from patents (1976-2016). Task: Predict the reactants needed to synthesize the given product. Given the product [C:1]([O:5][C:6]([N:8]1[CH2:13][CH2:12][C@@H:11]([NH:14][C:17]2[CH:22]=[C:21]([F:23])[CH:20]=[CH:19][C:18]=2[N+:24]([O-:26])=[O:25])[C@H:10]([OH:15])[CH2:9]1)=[O:7])([CH3:4])([CH3:2])[CH3:3], predict the reactants needed to synthesize it. The reactants are: [C:1]([O:5][C:6]([N:8]1[CH2:13][CH2:12][C@@H:11]([NH2:14])[C@H:10]([OH:15])[CH2:9]1)=[O:7])([CH3:4])([CH3:3])[CH3:2].F[C:17]1[CH:22]=[C:21]([F:23])[CH:20]=[CH:19][C:18]=1[N+:24]([O-:26])=[O:25].C(=O)([O-])[O-].[Na+].[Na+].